Dataset: Catalyst prediction with 721,799 reactions and 888 catalyst types from USPTO. Task: Predict which catalyst facilitates the given reaction. (1) Reactant: [OH:1][CH:2]([C:6]1[CH:11]=[CH:10][C:9]([C:12]2[N:16]=[C:15]([C:17]3[O:21][N:20]=[C:19]([C:22]4[CH:27]=[CH:26][CH:25]=[CH:24][CH:23]=4)[C:18]=3[C:28]([F:31])([F:30])[F:29])[O:14][N:13]=2)=[CH:8][CH:7]=1)[C:3]([OH:5])=O.CN1CCOCC1.CN(C(O[N:47]1N=[N:54][C:49]2C=CC=N[C:48]1=2)=[N+](C)C)C.F[P-](F)(F)(F)(F)F.CCOC(C)=O. Product: [C:48]([CH2:49][NH:54][C:3](=[O:5])[CH:2]([OH:1])[C:6]1[CH:7]=[CH:8][C:9]([C:12]2[N:16]=[C:15]([C:17]3[O:21][N:20]=[C:19]([C:22]4[CH:27]=[CH:26][CH:25]=[CH:24][CH:23]=4)[C:18]=3[C:28]([F:30])([F:31])[F:29])[O:14][N:13]=2)=[CH:10][CH:11]=1)#[N:47]. The catalyst class is: 3. (2) Reactant: [OH:1][C@H:2]1[CH2:6][N:5]([C:7](=[O:15])[CH2:8][C:9]2[O:13][N:12]=[C:11]([CH3:14])[CH:10]=2)[C@H:4]([C:16]([O:18]CC2C=CC=CC=2)=[O:17])[CH2:3]1. Product: [OH:1][C@H:2]1[CH2:6][N:5]([C:7](=[O:15])[CH2:8][C:9]2[O:13][N:12]=[C:11]([CH3:14])[CH:10]=2)[C@H:4]([C:16]([OH:18])=[O:17])[CH2:3]1. The catalyst class is: 29. (3) Reactant: [F:1][C:2]1[CH:3]=[C:4](N)[CH:5]=[CH:6][C:7]=1[O:8][C:9]1[CH:14]=[CH:13][CH:12]=[CH:11][CH:10]=1.S(=O)(=O)(O)O.N([O-])=O.[Na+].[I-:25].[Na+]. Product: [F:1][C:2]1[CH:3]=[C:4]([I:25])[CH:5]=[CH:6][C:7]=1[O:8][C:9]1[CH:14]=[CH:13][CH:12]=[CH:11][CH:10]=1. The catalyst class is: 149. (4) Reactant: [NH2:1][C:2]1[C:7]2[C:8](=[O:29])[N:9]([C:13]3[CH:18]=[CH:17][C:16]([C@H:19]4[CH2:24][CH2:23][C@H:22]([CH2:25][C:26]([OH:28])=O)[CH2:21][CH2:20]4)=[CH:15][CH:14]=3)[CH2:10][CH2:11][O:12][C:6]=2[N:5]=[CH:4][N:3]=1.C(Cl)(=O)C(Cl)=O.O1CCCC1.[CH3:41][NH2:42]. Product: [NH2:1][C:2]1[C:7]2[C:8](=[O:29])[N:9]([C:13]3[CH:18]=[CH:17][C:16]([CH:19]4[CH2:20][CH2:21][CH:22]([CH2:25][C:26]([NH:42][CH3:41])=[O:28])[CH2:23][CH2:24]4)=[CH:15][CH:14]=3)[CH2:10][CH2:11][O:12][C:6]=2[N:5]=[CH:4][N:3]=1. The catalyst class is: 26. (5) Reactant: [CH2:1]1[C:9]2[N:8]3[CH:10]=[C:11]([NH:13][C:14]([C:16]4[CH:21]=[CH:20][C:19]([C:22]([CH3:28])([CH3:27])[C:23]([O:25]C)=[O:24])=[CH:18][CH:17]=4)=[O:15])[N:12]=[C:7]3[CH:6]=[CH:5][C:4]=2[O:3][CH2:2]1.C1COCC1.O.[OH-].[K+]. Product: [CH2:1]1[C:9]2[N:8]3[CH:10]=[C:11]([NH:13][C:14]([C:16]4[CH:21]=[CH:20][C:19]([C:22]([CH3:28])([CH3:27])[C:23]([OH:25])=[O:24])=[CH:18][CH:17]=4)=[O:15])[N:12]=[C:7]3[CH:6]=[CH:5][C:4]=2[O:3][CH2:2]1. The catalyst class is: 5.